From a dataset of Full USPTO retrosynthesis dataset with 1.9M reactions from patents (1976-2016). Predict the reactants needed to synthesize the given product. (1) Given the product [C:41]([N:11]1[CH2:12][C@@H:8]([C:5]2[CH:6]=[CH:7][C:2]([Cl:1])=[CH:3][CH:4]=2)[C@H:9]([C:13]([N:15]2[CH2:24][CH:23]([N:25]([CH:32]3[CH2:37][CH2:36][C:35]([CH3:39])([CH3:38])[CH2:34][CH2:33]3)[C:26](=[O:31])[C:27]([CH3:30])([CH3:29])[CH3:28])[CH2:22][C@H:16]2[C:17]([N:19]([CH3:21])[CH3:20])=[O:18])=[O:14])[CH2:10]1)(=[O:42])[CH3:40], predict the reactants needed to synthesize it. The reactants are: [Cl:1][C:2]1[CH:7]=[CH:6][C:5]([C@@H:8]2[CH2:12][NH:11][CH2:10][C@H:9]2[C:13]([N:15]2[CH2:24][C@@H:23]([N:25]([CH:32]3[CH2:37][CH2:36][C:35]([CH3:39])([CH3:38])[CH2:34][CH2:33]3)[C:26](=[O:31])[C:27]([CH3:30])([CH3:29])[CH3:28])[CH2:22][C@H:16]2[C:17]([N:19]([CH3:21])[CH3:20])=[O:18])=[O:14])=[CH:4][CH:3]=1.[CH3:40][C:41](O)=[O:42]. (2) Given the product [CH2:23]([N:24]1[CH2:6][C:5]([CH2:4][CH:1]2[CH2:3][CH2:2]2)([O:18][C:19]2[CH:41]=[CH:40][C:22]3[C:23]4[N:27]([CH2:28][CH2:29][O:30][C:21]=3[CH:20]=2)[CH:26]=[C:25]([C:31]2[N:32]([CH:37]([CH3:39])[CH3:38])[N:33]=[C:34]([CH3:36])[N:35]=2)[N:24]=4)[CH2:12]1)[C:22]1[CH:40]=[CH:41][CH:19]=[CH:20][CH:21]=1, predict the reactants needed to synthesize it. The reactants are: [CH:1]1([CH2:4][C:5]([O:18][C:19]2[CH:41]=[CH:40][C:22]3[C:23]4[N:27]([CH2:28][CH2:29][O:30][C:21]=3[CH:20]=2)[CH:26]=[C:25]([C:31]2[N:32]([CH:37]([CH3:39])[CH3:38])[N:33]=[C:34]([CH3:36])[N:35]=2)[N:24]=4)([CH2:12]OS(C)(=O)=O)[CH2:6]OS(C)(=O)=O)[CH2:3][CH2:2]1.